Dataset: Reaction yield outcomes from USPTO patents with 853,638 reactions. Task: Predict the reaction yield, written as a fraction of the theoretical maximum amount of product (1.0 means a 100% yield; for example, 0.34 means a 34% yield). (1) The reactants are [O:1]=[C:2]1[CH2:6][CH2:5][CH2:4][CH:3]1[C:7]([O:9][CH2:10][CH3:11])=[O:8].C(=O)([O-])[O-].[K+].[K+].Br[CH2:19][CH2:20][CH2:21][CH2:22][CH3:23]. The catalyst is CC(C)=O. The product is [CH2:19]([C:3]1([C:7]([O:9][CH2:10][CH3:11])=[O:8])[CH2:4][CH2:5][CH2:6][C:2]1=[O:1])[CH2:20][CH2:21][CH2:22][CH3:23]. The yield is 0.895. (2) The reactants are [NH2:1][C:2]1[N:11]=[C:10]([O:12][CH2:13][C:14]([F:17])([F:16])[F:15])[C:9]2[C:4](=[CH:5][CH:6]=[C:7](Br)[CH:8]=2)[N:3]=1.[C:19]([NH:22][C:23]1[CH:28]=[CH:27][C:26](B(O)O)=[CH:25][CH:24]=1)(=[O:21])[CH3:20].FC1C=CC(C2C=C3C(=CC=2)N=CN=C3O)=CC=1. No catalyst specified. The yield is 0.820. The product is [NH2:1][C:2]1[N:11]=[C:10]([O:12][CH2:13][C:14]([F:17])([F:16])[F:15])[C:9]2[C:4](=[CH:5][CH:6]=[C:7]([C:26]3[CH:27]=[CH:28][C:23]([NH:22][C:19](=[O:21])[CH3:20])=[CH:24][CH:25]=3)[CH:8]=2)[N:3]=1. (3) The reactants are [F:1][C:2]1[CH:7]=[CH:6][CH:5]=[CH:4][C:3]=1[N:8]1[C:12]([CH2:13][O:14][C:15]2[CH:23]=[CH:22][C:18]([C:19]([OH:21])=O)=[CH:17][N:16]=2)=[C:11]([CH3:24])[N:10]=[N:9]1.[NH2:25][CH:26]1[CH2:31][CH2:30][O:29][CH2:28][CH2:27]1. No catalyst specified. The product is [F:1][C:2]1[CH:7]=[CH:6][CH:5]=[CH:4][C:3]=1[N:8]1[C:12]([CH2:13][O:14][C:15]2[CH:23]=[CH:22][C:18]([C:19]([NH:25][CH:26]3[CH2:31][CH2:30][O:29][CH2:28][CH2:27]3)=[O:21])=[CH:17][N:16]=2)=[C:11]([CH3:24])[N:10]=[N:9]1. The yield is 0.610. (4) The catalyst is CO. The product is [C:16]([CH:18]1[C:1]2([CH2:6][CH2:5][CH2:4][CH2:3][CH2:2]2)[CH:10]([C:8]#[N:9])[C:11](=[O:13])[NH:21][C:19]1=[O:20])#[N:17]. The yield is 0.880. The reactants are [C:1]1(=O)[CH2:6][CH2:5][CH2:4][CH2:3][CH2:2]1.[C:8]([CH2:10][C:11]([O:13]CC)=O)#[N:9].[C:16]([CH2:18][C:19]([NH2:21])=[O:20])#[N:17].C(N(CC)CC)C. (5) The reactants are FC(F)(F)S(O[C:7]1[CH:12]=[CH:11][C:10]([N:13]2[C:18]3=[N:19][C:20]4[C:25]([Cl:26])=[CH:24][CH:23]=[C:22]([CH:27]([O:32][CH:33]([F:35])[F:34])[C:28]([F:31])([F:30])[F:29])[C:21]=4[N:17]3[CH2:16][CH2:15][CH2:14]2)=[C:9]([CH3:36])[N:8]=1)(=O)=O.[CH:39]1([NH2:42])[CH2:41][CH2:40]1. No catalyst specified. The product is [Cl:26][C:25]1[C:20]2[N:19]=[C:18]3[N:13]([C:10]4[CH:11]=[CH:12][C:7]([NH:42][CH:39]5[CH2:41][CH2:40]5)=[N:8][C:9]=4[CH3:36])[CH2:14][CH2:15][CH2:16][N:17]3[C:21]=2[C:22]([CH:27]([O:32][CH:33]([F:35])[F:34])[C:28]([F:29])([F:30])[F:31])=[CH:23][CH:24]=1. The yield is 0.420. (6) The reactants are N[C@@](C1C=CC2C(=CC=C(O[C@H]3CC[C@H](C(C)(C)C)CC3)C=2C2C=CC(OC(F)(F)F)=CC=2)C=1)(C)CO.[Br:38][C:39]1[C:48]([O:49][C@H:50]2[CH2:55][CH2:54][C@H:53]([C:56]([CH3:59])([CH3:58])[CH3:57])[CH2:52][CH2:51]2)=[CH:47][CH:46]=[C:45]2[C:40]=1[CH:41]=[CH:42][C:43]([C@:60]1([CH3:66])[CH2:64][O:63]C(=O)[NH:61]1)=[CH:44]2. No catalyst specified. The product is [NH2:61][C@@:60]([C:43]1[CH:42]=[CH:41][C:40]2[C:45](=[CH:46][CH:47]=[C:48]([O:49][C@H:50]3[CH2:51][CH2:52][C@H:53]([C:56]([CH3:59])([CH3:58])[CH3:57])[CH2:54][CH2:55]3)[C:39]=2[Br:38])[CH:44]=1)([CH3:66])[CH2:64][OH:63]. The yield is 0.310. (7) The reactants are [CH3:1][N:2]1[CH:6]=[C:5]([C:7]2[CH:12]=[CH:11][C:10]([C:13]3[C:22]4[C:17](=[CH:18][CH:19]=[C:20]([NH2:23])[CH:21]=4)[CH:16]=[N:15][CH:14]=3)=[CH:9][CH:8]=2)[CH:4]=[N:3]1.[CH3:24][O:25][CH2:26][C:27](Cl)=[O:28].C(N(CC)C(C)C)(C)C. The catalyst is ClCCl. The product is [CH3:24][O:25][CH2:26][C:27]([NH:23][C:20]1[CH:21]=[C:22]2[C:17](=[CH:18][CH:19]=1)[CH:16]=[N:15][CH:14]=[C:13]2[C:10]1[CH:11]=[CH:12][C:7]([C:5]2[CH:4]=[N:3][N:2]([CH3:1])[CH:6]=2)=[CH:8][CH:9]=1)=[O:28]. The yield is 0.280. (8) The reactants are [CH3:1][C:2](=[O:7])[CH2:3][C:4](=[O:6])[CH3:5].[CH3:8][O:9][C:10]1[CH:17]=[CH:16][CH:15]=[CH:14][C:11]=1[CH:12]=O.B([O:29][CH2:30][CH2:31][CH2:32][CH3:33])([O:29][CH2:30][CH2:31][CH2:32][CH3:33])[O:29][CH2:30][CH2:31][CH2:32][CH3:33].[CH2:34](N)[CH2:35][CH2:36]C.Cl.[C:40](OCC)(=O)C. No catalyst specified. The product is [CH3:8][O:9][C:10]1[CH:17]=[CH:16][CH:15]=[CH:14][C:11]=1[CH:12]=[CH:1][C:2](=[O:7])[CH2:3][C:4](=[O:6])[CH:5]=[CH:36][C:35]1[CH:34]=[CH:33][CH:32]=[CH:31][C:30]=1[O:29][CH3:40]. The yield is 0.210. (9) The reactants are [Br:1][CH2:2][CH2:3][CH2:4][CH2:5]Br.C(=O)([O-])[O-].[K+].[K+].[I-].[K+].[CH2:15]([O:17][C:18](=[O:27])[C:19]1[CH:24]=[CH:23][C:22]([OH:25])=[C:21]([F:26])[CH:20]=1)[CH3:16]. The catalyst is CC(C)=O. The product is [CH2:15]([O:17][C:18](=[O:27])[C:19]1[CH:24]=[CH:23][C:22]([O:25][CH2:5][CH2:4][CH2:3][CH2:2][Br:1])=[C:21]([F:26])[CH:20]=1)[CH3:16]. The yield is 0.800. (10) The reactants are [NH2:1][CH2:2][C:3]1[C:4]([NH:19][C@H:20]([C:22]2[CH:27]=[CH:26][C:25]([F:28])=[CH:24][CH:23]=2)[CH3:21])=[N:5][C:6]([NH:10][C:11]2[CH:15]=[C:14]([CH:16]3[CH2:18][CH2:17]3)[NH:13][N:12]=2)=[C:7]([F:9])[CH:8]=1.CN(C(ON1N=NC2C=CC=CC1=2)=[N+](C)C)C.F[P-](F)(F)(F)(F)F.[O:53]=[C:54]1[NH:58][C@H:57]([C:59](O)=[O:60])[CH2:56][CH2:55]1.CCN(C(C)C)C(C)C. The catalyst is CN(C=O)C.C(Cl)Cl. The yield is 0.510. The product is [CH:16]1([C:14]2[NH:13][N:12]=[C:11]([NH:10][C:6]3[N:5]=[C:4]([NH:19][C@H:20]([C:22]4[CH:23]=[CH:24][C:25]([F:28])=[CH:26][CH:27]=4)[CH3:21])[C:3]([CH2:2][NH:1][C:59]([C@@H:57]4[CH2:56][CH2:55][C:54](=[O:53])[NH:58]4)=[O:60])=[CH:8][C:7]=3[F:9])[CH:15]=2)[CH2:18][CH2:17]1.